This data is from Full USPTO retrosynthesis dataset with 1.9M reactions from patents (1976-2016). The task is: Predict the reactants needed to synthesize the given product. (1) The reactants are: Br[C:2]1[CH:24]=[N:23][C:5]2[N:6]([CH2:15][O:16][CH2:17][CH2:18][Si:19]([CH3:22])([CH3:21])[CH3:20])[C:7]3[CH:12]=[N:11][C:10]([C:13]#[N:14])=[CH:9][C:8]=3[C:4]=2[CH:3]=1.[B:25]1([B:25]2[O:29][C:28]([CH3:31])([CH3:30])[C:27]([CH3:33])([CH3:32])[O:26]2)[O:29][C:28]([CH3:31])([CH3:30])[C:27]([CH3:33])([CH3:32])[O:26]1.C([O-])(=O)C.[K+]. Given the product [CH3:32][C:27]1([CH3:33])[C:28]([CH3:31])([CH3:30])[O:29][B:25]([C:2]2[CH:24]=[N:23][C:5]3[N:6]([CH2:15][O:16][CH2:17][CH2:18][Si:19]([CH3:22])([CH3:21])[CH3:20])[C:7]4[CH:12]=[N:11][C:10]([C:13]#[N:14])=[CH:9][C:8]=4[C:4]=3[CH:3]=2)[O:26]1, predict the reactants needed to synthesize it. (2) Given the product [O:14]=[C:12]1[NH:11][C:10](=[O:15])/[C:9](=[CH:8]/[C:6]2[CH:5]=[CH:4][N:3]=[C:2]([NH:1][C:26]([C:17]3[CH:18]=[CH:19][C:20]4[C:25](=[CH:24][CH:23]=[CH:22][CH:21]=4)[N:16]=3)=[O:27])[N:7]=2)/[S:13]1, predict the reactants needed to synthesize it. The reactants are: [NH2:1][C:2]1[N:7]=[C:6](/[CH:8]=[C:9]2/[C:10](=[O:15])[NH:11][C:12](=[O:14])[S:13]/2)[CH:5]=[CH:4][N:3]=1.[N:16]1[C:25]2[C:20](=[CH:21][CH:22]=[CH:23][CH:24]=2)[CH:19]=[CH:18][C:17]=1[C:26](Cl)=[O:27].C(N(CC)CC)C.C(=O)(O)[O-].[Na+]. (3) Given the product [Br:1][C:2]1[CH:3]=[C:4]([O:13][CH:14]([CH3:16])[CH3:15])[C:5]([CH3:12])=[C:6]([CH2:7][OH:8])[CH:11]=1, predict the reactants needed to synthesize it. The reactants are: [Br:1][C:2]1[CH:3]=[C:4]([O:13][CH:14]([CH3:16])[CH3:15])[C:5]([CH3:12])=[C:6]([CH:11]=1)[C:7](OC)=[O:8]. (4) Given the product [NH2:1][C:2]1[C:3]([C:9]([NH:11][C:12]2[CH:17]=[CH:16][CH:15]=[C:14]([C:18]#[CH:19])[N:13]=2)=[O:10])=[N:4][C:5]([Cl:8])=[CH:6][N:7]=1, predict the reactants needed to synthesize it. The reactants are: [NH2:1][C:2]1[C:3]([C:9]([NH:11][C:12]2[CH:17]=[CH:16][CH:15]=[C:14]([C:18]#[C:19][Si](C)(C)C)[N:13]=2)=[O:10])=[N:4][C:5]([Cl:8])=[CH:6][N:7]=1.CCCC[N+](CCCC)(CCCC)CCCC.[F-]. (5) Given the product [CH2:6]([O:8][C:9]([CH:11]1[CH2:18][CH:17]2[N:19]([CH2:20][C:21]([O:23][CH2:24][CH3:25])=[O:22])[CH:13]([CH2:14][CH:15]([OH:26])[CH2:16]2)[CH2:12]1)=[O:10])[CH3:7], predict the reactants needed to synthesize it. The reactants are: CS(O)(=O)=O.[CH2:6]([O:8][C:9]([CH:11]1[CH2:18][CH:17]2[N:19]([CH2:20][C:21]([O:23][CH2:24][CH3:25])=[O:22])[CH:13]([CH2:14][C:15](=[O:26])[CH2:16]2)[CH2:12]1)=[O:10])[CH3:7].C[O-].[Na+].[BH4-].[Na+].[O-]CC.[Na+].Cl. (6) Given the product [CH2:2]([N:9]1[C:17]2[C:12](=[CH:13][CH:14]=[CH:15][CH:16]=2)[C:11]([C:18]2[O:19][C:20]([C:23](=[O:24])[NH2:1])=[CH:21][CH:22]=2)=[N:10]1)[C:3]1[CH:8]=[CH:7][CH:6]=[CH:5][CH:4]=1, predict the reactants needed to synthesize it. The reactants are: [NH3:1].[CH2:2]([N:9]1[C:17]2[C:12](=[CH:13][CH:14]=[CH:15][CH:16]=2)[C:11]([C:18]2[O:19][C:20]([C:23](Cl)=[O:24])=[CH:21][CH:22]=2)=[N:10]1)[C:3]1[CH:8]=[CH:7][CH:6]=[CH:5][CH:4]=1. (7) Given the product [CH3:18][O:19][C:20]1[N:25]=[N:24][C:23]([C:26]([N:13]2[CH2:12][CH2:11][CH:10]([C:5]3[CH:6]=[CH:7][CH:8]=[CH:9][C:4]=3[C:3]([F:2])([F:16])[F:17])[CH2:15][CH2:14]2)=[O:27])=[CH:22][CH:21]=1, predict the reactants needed to synthesize it. The reactants are: Cl.[F:2][C:3]([F:17])([F:16])[C:4]1[CH:9]=[CH:8][CH:7]=[CH:6][C:5]=1[CH:10]1[CH2:15][CH2:14][NH:13][CH2:12][CH2:11]1.[CH3:18][O:19][C:20]1[N:25]=[N:24][C:23]([C:26](O)=[O:27])=[CH:22][CH:21]=1. (8) Given the product [NH2:1][C:2]1[C:3]([C:24]([O:26][CH3:31])=[O:25])=[N:4][C:5]([C:14]2[CH:19]=[CH:18][C:17](=[O:20])[N:16]([CH:21]([CH3:23])[CH3:22])[CH:15]=2)=[C:6]([C:8]2[CH:9]=[CH:10][CH:11]=[CH:12][CH:13]=2)[N:7]=1, predict the reactants needed to synthesize it. The reactants are: [NH2:1][C:2]1[C:3]([C:24]([OH:26])=[O:25])=[N:4][C:5]([C:14]2[CH:19]=[CH:18][C:17](=[O:20])[N:16]([CH:21]([CH3:23])[CH3:22])[CH:15]=2)=[C:6]([C:8]2[CH:13]=[CH:12][CH:11]=[CH:10][CH:9]=2)[N:7]=1.S(Cl)(Cl)=O.[CH3:31]O. (9) The reactants are: [NH:1]([CH2:3][C:4]([OH:6])=[O:5])[CH3:2].Cl[Si](C)(C)C.CCN([CH:18]([CH3:20])[CH3:19])C(C)C.Cl[C:22]([O:24][CH:25](Cl)[CH:26]([CH3:28])[CH3:27])=[O:23].[C:30]([OH:38])(=[O:37])[C:31]1[CH:36]=[CH:35][CH:34]=[CH:33][CH:32]=1. Given the product [CH3:2][N:1]([C:22]([O:24][CH:25]([C:26]1[CH:28]=[CH:19][CH:18]=[CH:20][CH:27]=1)[O:38][C:30]([C:31]1[CH:36]=[CH:35][CH:34]=[CH:33][CH:32]=1)=[O:37])=[O:23])[CH2:3][C:4]([OH:6])=[O:5], predict the reactants needed to synthesize it. (10) Given the product [Cl:1][C:2]1[CH:3]=[C:4]([N:10]2[C:14]([CH3:15])=[C:13]([O:16][C:17]3[CH:26]=[CH:25][C:20]([C:21]4[O:22][C:31]([CH:28]5[CH2:30][CH2:29]5)=[N:24][N:23]=4)=[CH:19][CH:18]=3)[C:12]([CH3:27])=[N:11]2)[CH:5]=[CH:6][C:7]=1[C:8]#[N:9], predict the reactants needed to synthesize it. The reactants are: [Cl:1][C:2]1[CH:3]=[C:4]([N:10]2[C:14]([CH3:15])=[C:13]([O:16][C:17]3[CH:26]=[CH:25][C:20]([C:21]([NH:23][NH2:24])=[O:22])=[CH:19][CH:18]=3)[C:12]([CH3:27])=[N:11]2)[CH:5]=[CH:6][C:7]=1[C:8]#[N:9].[CH:28]1([C:31](O)=O)[CH2:30][CH2:29]1.